Dataset: Reaction yield outcomes from USPTO patents with 853,638 reactions. Task: Predict the reaction yield, written as a fraction of the theoretical maximum amount of product (1.0 means a 100% yield; for example, 0.34 means a 34% yield). (1) The reactants are Br[C:2]1[CH:11]=[CH:10][CH:9]=[CH:8][C:3]=1[C:4]([O:6][CH3:7])=[O:5].C(N(CC)CC)C.[C:19]1([C:25]#[CH:26])[CH:24]=[CH:23][CH:22]=[CH:21][CH:20]=1. The catalyst is C(#N)C.[Cu]I.Cl[Pd](Cl)([P](C1C=CC=CC=1)(C1C=CC=CC=1)C1C=CC=CC=1)[P](C1C=CC=CC=1)(C1C=CC=CC=1)C1C=CC=CC=1. The product is [C:19]1([C:25]#[C:26][C:2]2[CH:11]=[CH:10][CH:9]=[CH:8][C:3]=2[C:4]([O:6][CH3:7])=[O:5])[CH:24]=[CH:23][CH:22]=[CH:21][CH:20]=1. The yield is 0.570. (2) The yield is 0.550. The product is [CH3:1][C:2]1[N:3]([CH2:29][C:30]([OH:32])=[O:31])[C:4]2[CH2:5][CH2:6][C:7]([CH3:28])([CH3:27])[CH2:8][C:9]=2[C:10]=1[S:11][C:12]1[CH:13]=[CH:14][C:15]([S:18]([N:21]2[CH2:26][CH2:25][O:24][CH2:23][CH2:22]2)(=[O:20])=[O:19])=[CH:16][CH:17]=1. The catalyst is C1COCC1. The reactants are [CH3:1][C:2]1[N:3]([CH2:29][C:30]([O:32]CC)=[O:31])[C:4]2[CH2:5][CH2:6][C:7]([CH3:28])([CH3:27])[CH2:8][C:9]=2[C:10]=1[S:11][C:12]1[CH:17]=[CH:16][C:15]([S:18]([N:21]2[CH2:26][CH2:25][O:24][CH2:23][CH2:22]2)(=[O:20])=[O:19])=[CH:14][CH:13]=1.O.[OH-].[Na+].Cl. (3) The product is [CH2:53]1[C:54]2[C:59](=[CH:58][CH:57]=[CH:56][CH:55]=2)[CH2:60][CH2:61][N:52]1[CH2:51][CH:50]([OH:62])[CH2:49][NH:48][C:18]([C:17]1[CH:16]=[C:15]([CH:23]=[CH:22][CH:21]=1)[CH2:14][N:11]1[CH2:12][CH2:13][N:8]([C:6]([O:5][C:1]([CH3:3])([CH3:4])[CH3:2])=[O:7])[CH2:9][CH2:10]1)=[O:19]. The reactants are [C:1]([O:5][C:6]([N:8]1[CH2:13][CH2:12][N:11]([CH2:14][C:15]2[CH:16]=[C:17]([CH:21]=[CH:22][CH:23]=2)[C:18](O)=[O:19])[CH2:10][CH2:9]1)=[O:7])([CH3:4])([CH3:3])[CH3:2].CN(C(ON1N=NC2C=CC=NC1=2)=[N+](C)C)C.F[P-](F)(F)(F)(F)F.[NH2:48][CH2:49][CH:50]([OH:62])[CH2:51][N:52]1[CH2:61][CH2:60][C:59]2[C:54](=[CH:55][CH:56]=[CH:57][CH:58]=2)[CH2:53]1.CCN(C(C)C)C(C)C. The yield is 0.940. The catalyst is C(Cl)Cl. (4) The reactants are S(Cl)(Cl)=O.[NH2:5][C@@:6]1([C:26]([OH:28])=[O:27])[C@H:11]([S:12][CH2:13][C:14]2[CH:19]=[CH:18][C:17]([Cl:20])=[C:16]([Cl:21])[CH:15]=2)[CH2:10][C@@H:9]2[C@H:7]1[C@@:8]2([F:25])[C:22]([OH:24])=[O:23]. The catalyst is C(O)C1C=CC=CC=1. The product is [CH2:26]([O:23][C:22]([C@:8]1([F:25])[C@@H:7]2[C@H:9]1[CH2:10][C@@H:11]([S:12][CH2:13][C:14]1[CH:19]=[CH:18][C:17]([Cl:20])=[C:16]([Cl:21])[CH:15]=1)[C@@:6]2([NH2:5])[C:26]([OH:28])=[O:27])=[O:24])[C:6]1[CH:11]=[CH:10][CH:9]=[CH:8][CH:7]=1. The yield is 0.700. (5) The reactants are [F:1][C:2]([F:32])([F:31])[CH2:3][CH2:4][CH2:5][CH:6]([C:11]1[C:12]([CH3:30])=[N:13][C:14]([N:24]2[CH2:29][CH2:28][CH2:27][CH2:26][CH2:25]2)=[N:15][C:16]=1[C:17]1[CH:22]=[CH:21][C:20]([CH3:23])=[CH:19][CH:18]=1)[C:7]([O:9]C)=[O:8].[OH-].[Na+]. The catalyst is CO. The product is [F:32][C:2]([F:1])([F:31])[CH2:3][CH2:4][CH2:5][CH:6]([C:11]1[C:12]([CH3:30])=[N:13][C:14]([N:24]2[CH2:29][CH2:28][CH2:27][CH2:26][CH2:25]2)=[N:15][C:16]=1[C:17]1[CH:22]=[CH:21][C:20]([CH3:23])=[CH:19][CH:18]=1)[C:7]([OH:9])=[O:8]. The yield is 0.600. (6) The reactants are C(O[C:6](=O)[NH:7][C:8]1[CH:13]=[C:12]([F:14])[C:11]([F:15])=[CH:10][C:9]=1[NH2:16])(C)(C)C.[CH:18]1([CH:24]=O)[CH2:23][CH2:22][CH2:21][CH2:20][CH2:19]1.Cl[C:27]1[CH:28]=[C:29]([CH2:33][C:34]([OH:36])=O)[CH:30]=[CH:31][CH:32]=1.[CH:37]1([N+:43]#[C-])[CH2:42][CH2:41][CH2:40][CH2:39][CH2:38]1.[ClH:45]. The catalyst is CO.O1CCOCC1. The product is [Cl:45][C:22]1[CH:23]=[C:18]([CH:19]=[CH:20][CH:21]=1)[CH2:24][C:6]1[N:7]([CH:33]([CH:29]2[CH2:28][CH2:27][CH2:32][CH2:31][CH2:30]2)[C:34]([NH:43][CH:37]2[CH2:42][CH2:41][CH2:40][CH2:39][CH2:38]2)=[O:36])[C:8]2[CH:13]=[C:12]([F:14])[C:11]([F:15])=[CH:10][C:9]=2[N:16]=1. The yield is 0.210. (7) The reactants are C(O)(=O)C.[Cl:5][C:6]1[CH:11]=[C:10]([N+:12]([O-])=O)[CH:9]=[CH:8][C:7]=1[O:15][C:16]1[CH:21]=[CH:20][CH:19]=[C:18]([Cl:22])[CH:17]=1. The catalyst is O.CCO.[Fe]. The product is [Cl:5][C:6]1[CH:11]=[C:10]([CH:9]=[CH:8][C:7]=1[O:15][C:16]1[CH:21]=[CH:20][CH:19]=[C:18]([Cl:22])[CH:17]=1)[NH2:12]. The yield is 1.00. (8) The reactants are O=P(Cl)(Cl)[Cl:3].O[C:7]1[C:12]([Cl:13])=[C:11]([CH:14]([F:16])[F:15])[N:10]=[CH:9][N:8]=1. The catalyst is C1(C)C=CC=CC=1. The product is [Cl:3][C:7]1[C:12]([Cl:13])=[C:11]([CH:14]([F:16])[F:15])[N:10]=[CH:9][N:8]=1. The yield is 0.900. (9) The yield is 0.850. The catalyst is CS(C)=O.O. The reactants are [O:1]=[C:2]1[C:10]2([C:22]3[C:13](=[CH:14][C:15]4[O:20][CH2:19][CH2:18][O:17][C:16]=4[CH:21]=3)[O:12][CH2:11]2)[C:9]2[C:4](=[CH:5][CH:6]=[CH:7][CH:8]=2)[N:3]1[CH2:23][C:24]1[CH:31]=[CH:30][C:27]([C:28]#[N:29])=[CH:26][CH:25]=1.[NH2:32][OH:33].N1[CH:39]=[CH:38]C=CC=1.C(OC(=O)C)(=O)C. The product is [CH3:38][C:39]1[O:33][N:32]=[C:28]([C:27]2[CH:30]=[CH:31][C:24]([CH2:23][N:3]3[C:4]4[C:9](=[CH:8][CH:7]=[CH:6][CH:5]=4)[C:10]4([C:22]5[C:13](=[CH:14][C:15]6[O:20][CH2:19][CH2:18][O:17][C:16]=6[CH:21]=5)[O:12][CH2:11]4)[C:2]3=[O:1])=[CH:25][CH:26]=2)[N:29]=1. (10) The reactants are [C:1]([O:5][C:6]([N:8]([CH2:25][C:26]([O:28][C:29]([CH3:32])([CH3:31])[CH3:30])=[O:27])[C:9]1[CH:14]=[CH:13][CH:12]=[C:11]([CH2:15][NH:16][S:17]([C:20]2[S:21][CH:22]=[CH:23][CH:24]=2)(=[O:19])=[O:18])[N:10]=1)=[O:7])([CH3:4])([CH3:3])[CH3:2].[CH3:33][C:34]([C:40]1[CH:47]=[CH:46][C:43]([CH2:44]O)=[CH:42][CH:41]=1)([CH3:39])[CH2:35][CH2:36][CH2:37][CH3:38].C(P(CCCC)CCCC)CCC.CN(C)C(N=NC(N(C)C)=O)=O. The product is [C:1]([O:5][C:6]([N:8]([CH2:25][C:26]([O:28][C:29]([CH3:32])([CH3:31])[CH3:30])=[O:27])[C:9]1[CH:14]=[CH:13][CH:12]=[C:11]([CH:15]([CH2:44][C:43]2[CH:46]=[CH:47][C:40]([C:34]([CH3:33])([CH3:39])[CH2:35][CH2:36][CH2:37][CH3:38])=[CH:41][CH:42]=2)[NH:16][S:17]([C:20]2[S:21][CH:22]=[CH:23][CH:24]=2)(=[O:19])=[O:18])[N:10]=1)=[O:7])([CH3:4])([CH3:3])[CH3:2]. The yield is 0.650. The catalyst is O.O1CCCC1.